This data is from Catalyst prediction with 721,799 reactions and 888 catalyst types from USPTO. The task is: Predict which catalyst facilitates the given reaction. (1) Reactant: C([Mg]Br)C.C[CH2:6][O:7]CC.[C:10]([C:19]1[CH:24]=[C:23]([CH3:25])[CH:22]=[CH:21][C:20]=1[OH:26])([C:13]1[CH:18]=[CH:17][CH:16]=[CH:15][CH:14]=1)([CH3:12])[CH3:11].C(N(CC)CC)C. Product: [C:10]([C:19]1[CH:24]=[C:23]([CH3:25])[CH:22]=[C:21]([CH:6]=[O:7])[C:20]=1[OH:26])([C:13]1[CH:14]=[CH:15][CH:16]=[CH:17][CH:18]=1)([CH3:12])[CH3:11]. The catalyst class is: 247. (2) Reactant: [OH-].[K+].[OH:3][C:4]1[CH:40]=[CH:39][C:7]2[CH2:8][CH2:9][CH2:10][CH:11]([N:13]([C:32]([O:34][C:35]([CH3:38])([CH3:37])[CH3:36])=[O:33])[CH2:14][C@H:15]([O:24][Si:25]([CH2:30][CH3:31])([CH2:28][CH3:29])[CH2:26][CH3:27])[CH2:16][O:17][C:18]3[CH:23]=[CH:22][CH:21]=[CH:20][CH:19]=3)[CH2:12][C:6]=2[CH:5]=1.[CH:41](Br)([CH3:43])[CH3:42].C(=O)([O-])O.[Na+]. Product: [CH:41]([O:3][C:4]1[CH:40]=[CH:39][C:7]2[CH2:8][CH2:9][CH2:10][CH:11]([N:13]([C:32]([O:34][C:35]([CH3:37])([CH3:36])[CH3:38])=[O:33])[CH2:14][C@H:15]([O:24][Si:25]([CH2:28][CH3:29])([CH2:26][CH3:27])[CH2:30][CH3:31])[CH2:16][O:17][C:18]3[CH:19]=[CH:20][CH:21]=[CH:22][CH:23]=3)[CH2:12][C:6]=2[CH:5]=1)([CH3:43])[CH3:42]. The catalyst class is: 16.